Dataset: NCI-60 drug combinations with 297,098 pairs across 59 cell lines. Task: Regression. Given two drug SMILES strings and cell line genomic features, predict the synergy score measuring deviation from expected non-interaction effect. (1) Drug 1: C1CCN(CC1)CCOC2=CC=C(C=C2)C(=O)C3=C(SC4=C3C=CC(=C4)O)C5=CC=C(C=C5)O. Drug 2: CN1C(=O)N2C=NC(=C2N=N1)C(=O)N. Cell line: ACHN. Synergy scores: CSS=-2.29, Synergy_ZIP=2.98, Synergy_Bliss=0.678, Synergy_Loewe=-0.749, Synergy_HSA=-2.53. (2) Drug 1: CNC(=O)C1=CC=CC=C1SC2=CC3=C(C=C2)C(=NN3)C=CC4=CC=CC=N4. Drug 2: C1=CC(=C2C(=C1NCCNCCO)C(=O)C3=C(C=CC(=C3C2=O)O)O)NCCNCCO. Cell line: TK-10. Synergy scores: CSS=34.3, Synergy_ZIP=3.17, Synergy_Bliss=2.91, Synergy_Loewe=-9.69, Synergy_HSA=3.10.